From a dataset of Catalyst prediction with 721,799 reactions and 888 catalyst types from USPTO. Predict which catalyst facilitates the given reaction. (1) Reactant: [C:1]1([CH3:12])[CH:6]=[CH:5][CH:4]=[CH:3][C:2]=1[N:7]1[CH2:11][CH2:10][CH2:9][CH2:8]1.Cl[S:14]([OH:17])(=[O:16])=[O:15]. Product: [CH3:12][C:1]1[CH:6]=[C:5]([S:14]([OH:17])(=[O:16])=[O:15])[CH:4]=[CH:3][C:2]=1[N:7]1[CH2:11][CH2:10][CH2:9][CH2:8]1. The catalyst class is: 4. (2) Product: [CH3:43][O:42][N:41]([CH3:40])[C:35]([C:32]1[N:33]([CH3:34])[C:29]([C:16]2[CH:17]=[C:18]([C:19]3[CH:20]=[CH:21][C:22]([S:25](=[O:27])(=[O:28])[NH2:26])=[CH:23][CH:24]=3)[C:13]([O:12][CH3:11])=[CH:14][CH:15]=2)=[C:30]([CH3:38])[CH:31]=1)=[O:36]. Reactant: C1C=CC2N(O)N=NC=2C=1.[CH3:11][O:12][C:13]1[C:18]([C:19]2[CH:24]=[CH:23][C:22]([S:25](=[O:28])(=[O:27])[NH2:26])=[CH:21][CH:20]=2)=[CH:17][C:16]([C:29]2[N:33]([CH3:34])[C:32]([C:35](O)=[O:36])=[CH:31][C:30]=2[CH3:38])=[CH:15][CH:14]=1.Cl.[CH3:40][NH:41][O:42][CH3:43].C(Cl)CCl.C(N(CC)CC)C. The catalyst class is: 3. (3) Reactant: [NH2:1][C:2]1[CH:3]=[CH:4][C:5](Br)=[C:6]2[C:10]=1[C:9](=[O:11])[NH:8][CH2:7]2.[CH:13]([Sn](CCCC)(CCCC)CCCC)=[CH2:14]. Product: [NH2:1][C:2]1[CH:3]=[CH:4][C:5]([CH:13]=[CH2:14])=[C:6]2[C:10]=1[C:9](=[O:11])[NH:8][CH2:7]2. The catalyst class is: 1. (4) Reactant: [N:1]([CH:4]1[CH2:9][CH2:8][CH:7]([C:10]2[N:14]([CH3:15])[N:13]=[CH:12][C:11]=2[NH:16][C:17]([C:19]2[N:20]=[C:21]([C:32]3[C:37]([F:38])=[CH:36][CH:35]=[CH:34][C:33]=3[F:39])[S:22][C:23]=2[NH:24][C:25](=[O:31])[O:26][C:27]([CH3:30])([CH3:29])[CH3:28])=[O:18])[CH2:6][CH2:5]1)=[N+]=[N-].C1(P(C2C=CC=CC=2)C2C=CC=CC=2)C=CC=CC=1. Product: [NH2:1][CH:4]1[CH2:5][CH2:6][CH:7]([C:10]2[N:14]([CH3:15])[N:13]=[CH:12][C:11]=2[NH:16][C:17]([C:19]2[N:20]=[C:21]([C:32]3[C:37]([F:38])=[CH:36][CH:35]=[CH:34][C:33]=3[F:39])[S:22][C:23]=2[NH:24][C:25](=[O:31])[O:26][C:27]([CH3:29])([CH3:30])[CH3:28])=[O:18])[CH2:8][CH2:9]1. The catalyst class is: 20.